Dataset: Choline transporter screen with 302,306 compounds. Task: Binary Classification. Given a drug SMILES string, predict its activity (active/inactive) in a high-throughput screening assay against a specified biological target. (1) The drug is O(c1c(cc(cc1)C)C)CC(=O)N\N=C/c1occc1. The result is 0 (inactive). (2) The drug is Brc1c(C(=O)NCC(N2CCc3c(C2)cccc3)c2occc2)cccc1. The result is 0 (inactive). (3) The molecule is o1c(Cn2nccc2)ccc1C(=O)N\N=C\c1c(cccc1)C. The result is 0 (inactive). (4) The molecule is O=C(Nc1c2c([nH]c1C(OCC)=O)ccc(OC)c2)CCN1CCC(CC1)C. The result is 0 (inactive). (5) The drug is FC1(F)C2C(C1(F)F)C(OC2C(O)=O)C(O)=O. The result is 0 (inactive). (6) The compound is S(=O)(=O)(N1CCN(CC1)C(=O)c1oc2c(c1C)cc(OC)cc2)c1cc([N+]([O-])=O)ccc1. The result is 0 (inactive).